Dataset: Full USPTO retrosynthesis dataset with 1.9M reactions from patents (1976-2016). Task: Predict the reactants needed to synthesize the given product. (1) Given the product [CH3:16][O:15][S:12]([O-:17])(=[O:14])=[O:13].[CH2:2]([N+:6]1[CH:11]=[CH:10][CH:9]=[CH:8][CH:7]=1)[CH2:3][CH2:4][CH3:5], predict the reactants needed to synthesize it. The reactants are: [Br-].[CH2:2]([N+:6]1[CH:11]=[CH:10][CH:9]=[CH:8][CH:7]=1)[CH2:3][CH2:4][CH3:5].[S:12]([O:17]C)([O:15][CH3:16])(=[O:14])=[O:13]. (2) Given the product [F:23][C:24]1[CH:29]=[CH:28][C:27]([C:30]([F:33])([F:32])[F:31])=[CH:26][C:25]=1[NH:34][C:35]([NH:1][C:2]1[CH:7]=[CH:6][CH:5]=[C:4]([CH:8]2[CH2:22][N:12]3[C:13](=[O:21])[NH:14][C:15]4[CH:16]=[CH:17][CH:18]=[CH:19][C:20]=4[C:11]3=[N:10][CH2:9]2)[CH:3]=1)=[O:36], predict the reactants needed to synthesize it. The reactants are: [NH2:1][C:2]1[CH:3]=[C:4]([CH:8]2[CH2:22][N:12]3[C:13](=[O:21])[NH:14][C:15]4[CH:16]=[CH:17][CH:18]=[CH:19][C:20]=4[C:11]3=[N:10][CH2:9]2)[CH:5]=[CH:6][CH:7]=1.[F:23][C:24]1[CH:29]=[CH:28][C:27]([C:30]([F:33])([F:32])[F:31])=[CH:26][C:25]=1[N:34]=[C:35]=[O:36]. (3) Given the product [F:41][C:38]1[CH:37]=[CH:36][C:35]([C@@H:33]([NH:32][C:31]([NH:14][CH2:13][C:12]2[CH:15]=[CH:16][C:17]([N:18]3[CH:22]=[C:21]([CH3:23])[N:20]=[CH:19]3)=[C:10]([O:9][CH3:8])[CH:11]=2)=[O:30])[CH3:34])=[CH:40][CH:39]=1, predict the reactants needed to synthesize it. The reactants are: C(N(CC)CC)C.[CH3:8][O:9][C:10]1[CH:11]=[C:12]([CH:15]=[CH:16][C:17]=1[N:18]1[CH:22]=[C:21]([CH3:23])[N:20]=[CH:19]1)[CH2:13][NH2:14].C1([O:30][C:31](=O)[NH:32][C@H:33]([C:35]2[CH:40]=[CH:39][C:38]([F:41])=[CH:37][CH:36]=2)[CH3:34])C=CC=CC=1.O.